The task is: Predict which catalyst facilitates the given reaction.. This data is from Catalyst prediction with 721,799 reactions and 888 catalyst types from USPTO. (1) Reactant: [CH3:1]/[CH:2]=[CH:3]/[CH:4]=[CH:5]/[CH2:6][OH:7].C([O-])(=O)CCCCCCCCCCC.C([O-])(=O)CCCCCCCCCCC.C([Sn+2]CCCC)CCC.[CH3:45][C:46]1([CH3:60])[CH2:51][C:50]([CH2:53][N:54]=[C:55]=[O:56])([CH3:52])[CH2:49][CH:48]([N:57]=[C:58]=[O:59])[CH2:47]1. Product: [CH3:45][C:46]1([CH3:60])[CH2:51][C:50]([CH2:53][N:54]=[C:55]=[O:56])([CH3:52])[CH2:49][CH:48]([N:57]=[C:58]=[O:59])[CH2:47]1.[CH3:1]/[CH:2]=[CH:3]/[CH:4]=[CH:5]/[CH2:6][OH:7]. The catalyst class is: 21. (2) Reactant: [CH2:1]([NH:8][C:9]([C:11]1[S:15][C:14]([N:16]2[CH:20]=[C:19]([C:21]([OH:23])=O)[N:18]=[N:17]2)=[N:13][C:12]=1[CH3:24])=[O:10])[C:2]1[CH:7]=[CH:6][CH:5]=[CH:4][CH:3]=1.ON1C2C=CC=CC=2N=N1.CN(C)CCCN=C=NCC.C(N(CC)C(C)C)(C)C.[CH2:55]([NH2:62])[C:56]1[CH:61]=[CH:60][CH:59]=[CH:58][CH:57]=1. Product: [CH2:1]([NH:8][C:9]([C:11]1[S:15][C:14]([N:16]2[CH:20]=[C:19]([C:21](=[O:23])[NH:62][CH2:55][C:56]3[CH:61]=[CH:60][CH:59]=[CH:58][CH:57]=3)[N:18]=[N:17]2)=[N:13][C:12]=1[CH3:24])=[O:10])[C:2]1[CH:3]=[CH:4][CH:5]=[CH:6][CH:7]=1. The catalyst class is: 204.